This data is from NCI-60 drug combinations with 297,098 pairs across 59 cell lines. The task is: Regression. Given two drug SMILES strings and cell line genomic features, predict the synergy score measuring deviation from expected non-interaction effect. (1) Drug 1: CCCCC(=O)OCC(=O)C1(CC(C2=C(C1)C(=C3C(=C2O)C(=O)C4=C(C3=O)C=CC=C4OC)O)OC5CC(C(C(O5)C)O)NC(=O)C(F)(F)F)O. Drug 2: CN(CC1=CN=C2C(=N1)C(=NC(=N2)N)N)C3=CC=C(C=C3)C(=O)NC(CCC(=O)O)C(=O)O. Cell line: KM12. Synergy scores: CSS=48.5, Synergy_ZIP=-4.43, Synergy_Bliss=-6.11, Synergy_Loewe=-8.59, Synergy_HSA=-3.33. (2) Drug 1: CN1C2=C(C=C(C=C2)N(CCCl)CCCl)N=C1CCCC(=O)O.Cl. Drug 2: C1CNP(=O)(OC1)N(CCCl)CCCl. Cell line: DU-145. Synergy scores: CSS=0.949, Synergy_ZIP=6.33, Synergy_Bliss=13.3, Synergy_Loewe=3.57, Synergy_HSA=4.51.